This data is from Full USPTO retrosynthesis dataset with 1.9M reactions from patents (1976-2016). The task is: Predict the reactants needed to synthesize the given product. (1) Given the product [CH3:1][O:2][C:3]1[CH:4]=[C:5]([N:12]2[CH2:17][CH2:16][CH:15]([N:18]3[CH2:19][CH2:20][N:21]([CH3:24])[CH2:22][CH2:23]3)[CH2:14][CH2:13]2)[CH:6]=[CH:7][C:8]=1[NH2:9], predict the reactants needed to synthesize it. The reactants are: [CH3:1][O:2][C:3]1[CH:4]=[C:5]([N:12]2[CH2:17][CH2:16][CH:15]([N:18]3[CH2:23][CH2:22][N:21]([CH3:24])[CH2:20][CH2:19]3)[CH2:14][CH2:13]2)[CH:6]=[CH:7][C:8]=1[N+:9]([O-])=O.Cl. (2) Given the product [CH3:9][C:4]1[N:3]=[C:2]([N:11]2[CH2:12][CH2:13][C:14]3[C:19](=[CH:18][CH:17]=[CH:16][CH:15]=3)[CH2:10]2)[CH:7]=[C:6]([CH3:8])[N:5]=1, predict the reactants needed to synthesize it. The reactants are: Cl[C:2]1[CH:7]=[C:6]([CH3:8])[N:5]=[C:4]([CH3:9])[N:3]=1.[CH2:10]1[C:19]2[C:14](=[CH:15][CH:16]=[CH:17][CH:18]=2)[CH2:13][CH2:12][NH:11]1. (3) Given the product [ClH:25].[Cl:36][C:37]1[CH:42]=[CH:41][CH:40]=[CH:39][C:38]=1[S:43]([NH:1][C:2]1[CH:3]=[C:4]([N:11]2[CH2:16][CH2:15][N:14]([CH2:17][C:18]([N:20]([CH2:23][CH3:24])[CH2:21][CH3:22])=[O:19])[CH2:13][CH2:12]2)[C:5]2[O:9][CH:8]=[CH:7][C:6]=2[CH:10]=1)(=[O:45])=[O:44], predict the reactants needed to synthesize it. The reactants are: [NH2:1][C:2]1[CH:3]=[C:4]([N:11]2[CH2:16][CH2:15][N:14]([CH2:17][C:18]([N:20]([CH2:23][CH3:24])[CH2:21][CH3:22])=[O:19])[CH2:13][CH2:12]2)[C:5]2[O:9][CH:8]=[CH:7][C:6]=2[CH:10]=1.[Cl:25]C1C=CC=CC=1S(Cl)(=O)=O.[Cl:36][C:37]1[CH:42]=[CH:41][CH:40]=[CH:39][C:38]=1[S:43](NC1C=C(N2CCN(C(OC(C)(C)C)=O)CC2)C2OC=CC=2C=1)(=[O:45])=[O:44]. (4) Given the product [C:1]([C:5]1[N:9]([CH2:10][CH:11]2[CH2:16][CH2:15][O:14][CH2:13][CH2:12]2)[C:8]2[CH:17]=[CH:18][C:19]([NH2:21])=[CH:20][C:7]=2[N:6]=1)([CH3:4])([CH3:2])[CH3:3], predict the reactants needed to synthesize it. The reactants are: [C:1]([C:5]1[N:9]([CH2:10][CH:11]2[CH2:16][CH2:15][O:14][CH2:13][CH2:12]2)[C:8]2[CH:17]=[CH:18][C:19]([NH:21]C(=O)C)=[CH:20][C:7]=2[N:6]=1)([CH3:4])([CH3:3])[CH3:2]. (5) Given the product [OH:44][CH2:43][C@@:42]([NH:41][C:8]([C:5]1[CH:4]=[C:3]([O:11][CH2:12][CH:13]2[CH2:16][CH2:15][CH2:14]2)[C:2]([Cl:1])=[CH:7][N:6]=1)=[O:10])([CH3:48])[CH:45]([CH3:47])[CH3:46], predict the reactants needed to synthesize it. The reactants are: [Cl:1][C:2]1[C:3]([O:11][CH2:12][CH:13]2[CH2:16][CH2:15][CH2:14]2)=[CH:4][C:5]([C:8]([OH:10])=O)=[N:6][CH:7]=1.CN(C(ON1N=NC2C=CC=NC1=2)=[N+](C)C)C.F[P-](F)(F)(F)(F)F.[NH2:41][C@:42]([CH3:48])([CH:45]([CH3:47])[CH3:46])[CH2:43][OH:44].CCN(C(C)C)C(C)C. (6) Given the product [OH:9][C:10]1[CH:18]=[C:17]([C:19]2[C:20]([C:25]3[CH:26]=[CH:27][CH:28]=[CH:29][CH:30]=3)=[N:21][O:22][C:23]=2[CH3:24])[CH:16]=[CH:15][C:11]=1[C:12]([NH2:14])=[O:13], predict the reactants needed to synthesize it. The reactants are: [Cl-].[NH+]1C=CC=CC=1.C[O:9][C:10]1[CH:18]=[C:17]([C:19]2[C:20]([C:25]3[CH:30]=[CH:29][CH:28]=[CH:27][CH:26]=3)=[N:21][O:22][C:23]=2[CH3:24])[CH:16]=[CH:15][C:11]=1[C:12]([NH2:14])=[O:13]. (7) Given the product [CH3:13][O:14][C:15]1[CH:16]=[CH:17][C:18]([N:21]2[CH2:22][CH2:23][N:24]([C:27]3[C:28]([CH3:41])=[C:29]([CH3:40])[C:30]4[O:34][C:33]([CH3:36])([CH3:35])[C:32]([CH3:1])([OH:37])[C:31]=4[C:38]=3[CH3:39])[CH2:25][CH2:26]2)=[CH:19][CH:20]=1, predict the reactants needed to synthesize it. The reactants are: [CH2:1](OCC)C.C[Li].O1CCCC1.[CH3:13][O:14][C:15]1[CH:20]=[CH:19][C:18]([N:21]2[CH2:26][CH2:25][N:24]([C:27]3[C:28]([CH3:41])=[C:29]([CH3:40])[C:30]4[O:34][C:33]([CH3:36])([CH3:35])[C:32](=[O:37])[C:31]=4[C:38]=3[CH3:39])[CH2:23][CH2:22]2)=[CH:17][CH:16]=1. (8) Given the product [C:14]([O:13][C:11]([NH:1][C@@H:2]([CH2:3][CH2:4][CH2:5][CH2:6][NH:7][C:11]([O:13][C:14]([CH3:17])([CH3:16])[CH3:15])=[O:12])[C:8]([OH:10])=[O:9])=[O:12])([CH3:17])([CH3:16])[CH3:15], predict the reactants needed to synthesize it. The reactants are: [NH2:1][C@H:2]([C:8]([OH:10])=[O:9])[CH2:3][CH2:4][CH2:5][CH2:6][NH2:7].[C:11](O[C:11]([O:13][C:14]([CH3:17])([CH3:16])[CH3:15])=[O:12])([O:13][C:14]([CH3:17])([CH3:16])[CH3:15])=[O:12].